This data is from Forward reaction prediction with 1.9M reactions from USPTO patents (1976-2016). The task is: Predict the product of the given reaction. Given the reactants [F:1][C:2]1[C:11]([F:12])=[C:10]2[C:5]([CH2:6][CH2:7][CH:8]([CH2:13][CH2:14][CH3:15])[CH2:9]2)=[CH:4][CH:3]=1.[Li]CCCC.[I:21]I.Cl, predict the reaction product. The product is: [F:1][C:2]1[C:11]([F:12])=[C:10]2[C:5]([CH2:6][CH2:7][CH:8]([CH2:13][CH2:14][CH3:15])[CH2:9]2)=[CH:4][C:3]=1[I:21].